From a dataset of Kir2.1 potassium channel HTS with 301,493 compounds. Binary Classification. Given a drug SMILES string, predict its activity (active/inactive) in a high-throughput screening assay against a specified biological target. (1) The drug is S(=O)(=O)(N(CC(=O)NC1CCCC1)c1ccc(C(C)C)cc1)c1c(onc1C)C. The result is 0 (inactive). (2) The molecule is Brc1c(OCC(=O)c2cc3NC(=O)COc3cc2)ccc(Cl)c1. The result is 0 (inactive).